This data is from Forward reaction prediction with 1.9M reactions from USPTO patents (1976-2016). The task is: Predict the product of the given reaction. (1) Given the reactants O(P(O[C:18]1[C@H:24]([CH3:25])[C@@H:23]2[N:20]([C:21](=[O:29])[C@@H:22]2[C@H:26]([OH:28])[CH3:27])[C:19]=1[C:30]([O:32][CH2:33][C:34]1[CH:39]=[CH:38][C:37]([N+:40]([O-:42])=[O:41])=[CH:36][CH:35]=1)=[O:31])(OC1C=CC=CC=1)=O)C1C=CC=CC=1.[SH:43][CH:44]1[CH2:49][CH2:48][CH2:47][N:46]([S:50]([NH2:53])(=[O:52])=[O:51])[CH2:45]1, predict the reaction product. The product is: [NH2:53][S:50]([N:46]1[CH2:47][CH2:48][CH2:49][CH:44]([S:43][C:18]2[C@H:24]([CH3:25])[C@H:23]3[N:20]([C:21](=[O:29])[C@@H:22]3[C@H:26]([OH:28])[CH3:27])[C:19]=2[C:30]([O:32][CH2:33][C:34]2[CH:39]=[CH:38][C:37]([N+:40]([O-:42])=[O:41])=[CH:36][CH:35]=2)=[O:31])[CH2:45]1)(=[O:51])=[O:52]. (2) Given the reactants [CH3:1][C:2]1[C:6]([C:7]2[CH:8]=[C:9]3[C:13](=[CH:14][CH:15]=2)[NH:12][C:11](=[O:16])[C:10]3([N:23]2[CH2:28][CH2:27][N:26](C(OC(C)(C)C)=O)[CH2:25][CH2:24]2)[C:17]2[CH:22]=[CH:21][CH:20]=[CH:19][CH:18]=2)=[C:5]([CH3:36])[O:4][N:3]=1.C(O)(C(F)(F)F)=O.C([O-])(O)=O.[Na+], predict the reaction product. The product is: [CH3:1][C:2]1[C:6]([C:7]2[CH:8]=[C:9]3[C:13](=[CH:14][CH:15]=2)[NH:12][C:11](=[O:16])[C:10]3([C:17]2[CH:18]=[CH:19][CH:20]=[CH:21][CH:22]=2)[N:23]2[CH2:28][CH2:27][NH:26][CH2:25][CH2:24]2)=[C:5]([CH3:36])[O:4][N:3]=1. (3) Given the reactants Cl[C:2]1[CH:7]=[CH:6][N:5]=[C:4]2[NH:8][CH:9]=[N:10][C:3]=12.[IH:11], predict the reaction product. The product is: [I:11][C:2]1[CH:7]=[CH:6][N:5]=[C:4]2[NH:8][CH:9]=[N:10][C:3]=12. (4) Given the reactants [Cl:1][C:2]1[N:7]=[CH:6][N:5]=[C:4]([C:8](Cl)=[O:9])[CH:3]=1.[NH:11]1[C:19]2[C:14](=[CH:15][CH:16]=[CH:17][CH:18]=2)[CH2:13][CH2:12]1.[OH-].[Na+].C(=O)([O-])O.[Na+], predict the reaction product. The product is: [Cl:1][C:2]1[N:7]=[CH:6][N:5]=[C:4]([C:8]([N:11]2[C:19]3[C:14](=[CH:15][CH:16]=[CH:17][CH:18]=3)[CH2:13][CH2:12]2)=[O:9])[CH:3]=1. (5) Given the reactants [CH3:1][O:2][C:3]1[CH:8]=[C:7]([C:9]([F:12])([F:11])[F:10])[O:6]C(=O)[CH:4]=1.[CH3:14][O-:15].[Mg+2].[CH3:17][O-:18], predict the reaction product. The product is: [F:10][C:9]([F:11])([F:12])[C:7](=[O:6])[CH2:8][C:3]([O:2][CH3:1])=[CH:4][C:14]([O:18][CH3:17])=[O:15]. (6) Given the reactants [OH-].[K+].[C:3]([C:6]1[C:11]([NH:12][C:13]([C:15]2[N:16]=[C:17]([CH:20]3[CH2:25][CH2:24][CH2:23][CH2:22][CH2:21]3)[S:18][CH:19]=2)=O)=[C:10]([CH3:26])[C:9]([O:27][CH3:28])=[CH:8][CH:7]=1)(=[O:5])[CH3:4], predict the reaction product. The product is: [CH:20]1([C:17]2[S:18][CH:19]=[C:15]([C:13]3[CH:4]=[C:3]([OH:5])[C:6]4[C:11](=[C:10]([CH3:26])[C:9]([O:27][CH3:28])=[CH:8][CH:7]=4)[N:12]=3)[N:16]=2)[CH2:25][CH2:24][CH2:23][CH2:22][CH2:21]1. (7) The product is: [Br:8][C:5]1[N:4]=[C:3]2[C:2](=[N:7][CH:6]=1)[NH:1][C:21](=[O:22])[N:20]([C:16]1[CH:17]=[CH:18][CH:19]=[C:14]([Cl:13])[CH:15]=1)[C:9]2=[O:11]. Given the reactants [NH2:1][C:2]1[C:3]([C:9]([O:11]C)=O)=[N:4][C:5]([Br:8])=[CH:6][N:7]=1.[Cl:13][C:14]1[CH:15]=[C:16]([N:20]=[C:21]=[O:22])[CH:17]=[CH:18][CH:19]=1, predict the reaction product. (8) Given the reactants C(=O)([O-])[O-].[K+].[K+].[NH:7]1[CH2:12][CH2:11][O:10][CH2:9][CH2:8]1.[CH3:13][N:14]1[C:22]2[C:17](=[CH:18][C:19]([O:27][CH3:28])=[C:20]([O:23][CH2:24][CH2:25]I)[CH:21]=2)[C:16]([C:29]2[N:37]([S:38]([C:41]3[CH:46]=[CH:45][C:44]([CH3:47])=[CH:43][CH:42]=3)(=[O:40])=[O:39])[C:32]3=[N:33][CH:34]=[CH:35][CH:36]=[C:31]3[CH:30]=2)=[CH:15]1.O, predict the reaction product. The product is: [CH3:13][N:14]1[C:22]2[C:17](=[CH:18][C:19]([O:27][CH3:28])=[C:20]([O:23][CH2:24][CH2:25][N:7]3[CH2:12][CH2:11][O:10][CH2:9][CH2:8]3)[CH:21]=2)[C:16]([C:29]2[N:37]([S:38]([C:41]3[CH:46]=[CH:45][C:44]([CH3:47])=[CH:43][CH:42]=3)(=[O:40])=[O:39])[C:32]3=[N:33][CH:34]=[CH:35][CH:36]=[C:31]3[CH:30]=2)=[CH:15]1. (9) Given the reactants BrCCBr.[F:5][C:6]1[C:7]([CH3:14])=[C:8]([CH:11]=[CH:12][CH:13]=1)[CH2:9]Br.[C:15]([O:19][C:20]([N:22]1[CH2:27][CH2:26][N:25]([C:28]([C:30]2[C:34]3[CH:35]=[N:36][C:37]([O:39][CH3:40])=[CH:38][C:33]=3[N:32]([C:41]3[CH:46]=[CH:45][CH:44]=[CH:43][CH:42]=3)[C:31]=2Cl)=[O:29])[CH2:24][CH2:23]1)=[O:21])([CH3:18])([CH3:17])[CH3:16].COC1C=CC=C(OC)C=1C1C=CC=CC=1P(C1CCCCC1)C1CCCCC1, predict the reaction product. The product is: [C:15]([O:19][C:20]([N:22]1[CH2:27][CH2:26][N:25]([C:28]([C:30]2[C:34]3[CH:35]=[N:36][C:37]([O:39][CH3:40])=[CH:38][C:33]=3[N:32]([C:41]3[CH:42]=[CH:43][CH:44]=[CH:45][CH:46]=3)[C:31]=2[CH2:9][C:8]2[CH:11]=[CH:12][CH:13]=[C:6]([F:5])[C:7]=2[CH3:14])=[O:29])[CH2:24][CH2:23]1)=[O:21])([CH3:18])([CH3:16])[CH3:17].